Dataset: Forward reaction prediction with 1.9M reactions from USPTO patents (1976-2016). Task: Predict the product of the given reaction. (1) Given the reactants C(O[BH-](OC(=O)C)OC(=O)C)(=O)C.[Na+].[C:15]([O:19][C:20]([N:22]1[CH2:27][CH2:26][CH:25]([NH:28][CH2:29][C:30]2[S:34][CH:33]=[N:32][C:31]=2[Cl:35])[CH2:24][CH2:23]1)=[O:21])([CH3:18])([CH3:17])[CH3:16].[CH:36](=O)[CH:37]([CH3:39])[CH3:38].C(O)(=O)C.[OH-].[Na+], predict the reaction product. The product is: [C:15]([O:19][C:20]([N:22]1[CH2:23][CH2:24][CH:25]([N:28]([CH2:29][C:30]2[S:34][CH:33]=[N:32][C:31]=2[Cl:35])[CH2:36][CH:37]([CH3:39])[CH3:38])[CH2:26][CH2:27]1)=[O:21])([CH3:18])([CH3:16])[CH3:17]. (2) Given the reactants Cl[C:2]1[N:7]=[CH:6][C:5]([CH2:8][NH:9][CH:10]2[CH2:15][CH2:14][N:13]([C:16]([O:18][C:19]([CH3:22])([CH3:21])[CH3:20])=[O:17])[CH2:12][CH2:11]2)=[CH:4][CH:3]=1.[N:23]1([C:29]([C:31]2[CH:36]=[CH:35][C:34](B(O)O)=[CH:33][CH:32]=2)=[O:30])[CH2:28][CH2:27][O:26][CH2:25][CH2:24]1.C([O-])([O-])=O.[K+].[K+], predict the reaction product. The product is: [N:23]1([C:29]([C:31]2[CH:32]=[CH:33][C:34]([C:2]3[N:7]=[CH:6][C:5]([CH2:8][NH:9][CH:10]4[CH2:15][CH2:14][N:13]([C:16]([O:18][C:19]([CH3:22])([CH3:21])[CH3:20])=[O:17])[CH2:12][CH2:11]4)=[CH:4][CH:3]=3)=[CH:35][CH:36]=2)=[O:30])[CH2:28][CH2:27][O:26][CH2:25][CH2:24]1. (3) Given the reactants [Br:1][C:2]1[C:3]([CH3:20])=[C:4]([NH:8][C:9](=[O:19])[C:10]2[CH:15]=[C:14]([F:16])[CH:13]=[CH:12][C:11]=2[CH2:17]Br)[CH:5]=[CH:6][CH:7]=1.CC(C)([O-])C.[Na+], predict the reaction product. The product is: [Br:1][C:2]1[C:3]([CH3:20])=[C:4]([N:8]2[CH2:17][C:11]3[C:10](=[CH:15][C:14]([F:16])=[CH:13][CH:12]=3)[C:9]2=[O:19])[CH:5]=[CH:6][CH:7]=1. (4) Given the reactants [CH:1]1([NH:7][CH2:8][CH3:9])[CH2:6][CH2:5][CH2:4][CH2:3][CH2:2]1.[CH3:10][O:11][C:12]1[CH:17]=[CH:16][C:15]([CH2:18][CH2:19][C:20]([OH:22])=O)=[CH:14][CH:13]=1.O.ON1C2C=CC=CC=2N=N1.Cl.CN(CCCN=C=N)C.Cl, predict the reaction product. The product is: [CH:1]1([N:7]([CH2:8][CH3:9])[C:20](=[O:22])[CH2:19][CH2:18][C:15]2[CH:14]=[CH:13][C:12]([O:11][CH3:10])=[CH:17][CH:16]=2)[CH2:6][CH2:5][CH2:4][CH2:3][CH2:2]1. (5) Given the reactants [CH3:1][C:2]1([CH3:28])[C:10]2[CH:9]=[C:8]3[N:11]=[C:12]([NH:14][C:15](=[O:22])[C:16]4[CH:21]=[CH:20][CH:19]=[CH:18][CH:17]=4)[NH:13][C:7]3=[CH:6][C:5]=2[N:4]([CH2:23][CH2:24][CH:25]=O)[C:3]1=[O:27].Cl.[C:30]([O:34][NH2:35])([CH3:33])([CH3:32])[CH3:31], predict the reaction product. The product is: [C:30]([O:34][N:35]=[CH:25][CH2:24][CH2:23][N:4]1[C:5]2[CH:6]=[C:7]3[NH:13][C:12]([NH:14][C:15](=[O:22])[C:16]4[CH:17]=[CH:18][CH:19]=[CH:20][CH:21]=4)=[N:11][C:8]3=[CH:9][C:10]=2[C:2]([CH3:28])([CH3:1])[C:3]1=[O:27])([CH3:33])([CH3:32])[CH3:31]. (6) Given the reactants [Cl:1][C:2]1[CH:7]=[CH:6][C:5]([CH2:8][NH2:9])=[CH:4][C:3]=1[F:10].Cl[C:12]1[CH:22]=[C:16]2[N:17]([CH3:21])[CH2:18][CH2:19][CH2:20][N:15]2[C:14](=[O:23])[N:13]=1, predict the reaction product. The product is: [Cl:1][C:2]1[CH:7]=[CH:6][C:5]([CH2:8][NH:9][C:12]2[CH:22]=[C:16]3[N:17]([CH3:21])[CH2:18][CH2:19][CH2:20][N:15]3[C:14](=[O:23])[N:13]=2)=[CH:4][C:3]=1[F:10]. (7) Given the reactants [CH2:1]([N:3]1[C:7]([C@H:8]2[CH2:12][CH2:11][CH2:10][C@@H:9]2[OH:13])=[CH:6][CH:5]=[N:4]1)[CH3:2], predict the reaction product. The product is: [CH2:1]([N:3]1[C:7]([C@@H:8]2[CH2:12][CH2:11][CH2:10][C@H:9]2[OH:13])=[CH:6][CH:5]=[N:4]1)[CH3:2]. (8) The product is: [CH3:35][O:34][C:31]1[CH:32]=[CH:33][C:28]([C:27]2[N:8]3[C:7]([CH2:6][C:5](=[O:38])[CH:4]=2)=[CH:19][CH:18]=[CH:16]3)=[CH:29][CH:30]=1. Given the reactants C(O[CH:4](OCC)[CH2:5][CH2:6][CH2:7][NH2:8])C.Cl.CCO[C:16]([CH2:18][C:19](CC(OCC)=O)=O)=O.[CH:27](=O)[C:28]1[CH:33]=[CH:32][C:31]([O:34][CH3:35])=[CH:30][CH:29]=1.C(=O)([O-])[O-:38].[K+].[K+], predict the reaction product. (9) Given the reactants [N:1]([C:4]1[C:5]([F:17])=[C:6]([CH:11]2[CH2:15][NH:14][C:13](=[O:16])[CH2:12]2)[CH:7]=[CH:8][C:9]=1[F:10])=[N+:2]=[N-:3].[CH2:18]=[O:19].[OH-].[Na+], predict the reaction product. The product is: [N:1]([C:4]1[C:5]([F:17])=[C:6]([CH:11]2[CH2:15][N:14]([CH2:18][OH:19])[C:13](=[O:16])[CH2:12]2)[CH:7]=[CH:8][C:9]=1[F:10])=[N+:2]=[N-:3].